From a dataset of Forward reaction prediction with 1.9M reactions from USPTO patents (1976-2016). Predict the product of the given reaction. (1) Given the reactants [C:1]([O:5][C:6]([NH:8][C@@H:9]([CH2:13][N:14]([CH:20]1[CH2:22][CH2:21]1)[CH2:15][CH2:16][CH2:17][CH:18]=[CH2:19])[C:10]([OH:12])=O)=[O:7])([CH3:4])([CH3:3])[CH3:2].Cl.[OH:24][C@H:25]1[CH2:29][NH:28][C@H:27]([C:30]([NH:32][C@:33]2([C:38]([O:40][CH2:41][CH3:42])=[O:39])[CH2:35][C@H:34]2[CH:36]=[CH2:37])=[O:31])[CH2:26]1.CN1CCOCC1.CN(C(ON1N=NC2C=CC=NC1=2)=[N+](C)C)C.F[P-](F)(F)(F)(F)F, predict the reaction product. The product is: [C:1]([O:5][C:6]([NH:8][C@@H:9]([CH2:13][N:14]([CH:20]1[CH2:22][CH2:21]1)[CH2:15][CH2:16][CH2:17][CH:18]=[CH2:19])[C:10]([N:28]1[CH2:29][C@H:25]([OH:24])[CH2:26][C@H:27]1[C:30]([NH:32][C@:33]1([C:38]([O:40][CH2:41][CH3:42])=[O:39])[CH2:35][C@H:34]1[CH:36]=[CH2:37])=[O:31])=[O:12])=[O:7])([CH3:2])([CH3:3])[CH3:4]. (2) Given the reactants C[O:2][C:3](=[O:27])[CH:4]([N:13]1[CH2:17][C:16]([O:18][C:19]2[CH:24]=[CH:23][CH:22]=[CH:21][C:20]=2[Cl:25])=[CH:15][C:14]1=[O:26])[CH2:5][CH:6]1[CH:10]2[CH2:11][CH2:12][CH:7]1[CH2:8][CH2:9]2.O.[OH-].[Li+].Cl, predict the reaction product. The product is: [CH:7]12[CH:6]([CH2:5][CH:4]([N:13]3[CH2:17][C:16]([O:18][C:19]4[CH:24]=[CH:23][CH:22]=[CH:21][C:20]=4[Cl:25])=[CH:15][C:14]3=[O:26])[C:3]([OH:27])=[O:2])[CH:10]([CH2:9][CH2:8]1)[CH2:11][CH2:12]2. (3) Given the reactants ClC1C(N[S:13]([C:16]2[CH:25]=[CH:24][C:19]([C:20]([O:22][CH3:23])=[O:21])=[CH:18][CH:17]=2)(=[O:15])=[O:14])=NC=C(C(F)(F)F)C=1.[O:26]([C:33]1[CH:38]=[CH:37][C:36]([CH2:39][NH2:40])=[CH:35][CH:34]=1)[C:27]1[CH:32]=[CH:31][CH:30]=[CH:29][CH:28]=1, predict the reaction product. The product is: [O:26]([C:33]1[CH:34]=[CH:35][C:36]([CH2:39][NH:40][S:13]([C:16]2[CH:17]=[CH:18][C:19]([C:20]([O:22][CH3:23])=[O:21])=[CH:24][CH:25]=2)(=[O:15])=[O:14])=[CH:37][CH:38]=1)[C:27]1[CH:32]=[CH:31][CH:30]=[CH:29][CH:28]=1. (4) Given the reactants [N:1]1([CH2:6][CH2:7][CH2:8][CH2:9][C:10]2[CH:15]=[CH:14][C:13]([OH:16])=[CH:12][CH:11]=2)[CH:5]=[CH:4][N:3]=[N:2]1.[H-].[Na+].Cl[CH2:20][C:21]1[N:22]=[C:23](/[CH:26]=[CH:27]/[C:28]2[CH:33]=[CH:32][C:31]([F:34])=[CH:30][C:29]=2[F:35])[O:24][CH:25]=1, predict the reaction product. The product is: [F:35][C:29]1[CH:30]=[C:31]([F:34])[CH:32]=[CH:33][C:28]=1/[CH:27]=[CH:26]/[C:23]1[O:24][CH:25]=[C:21]([CH2:20][O:16][C:13]2[CH:12]=[CH:11][C:10]([CH2:9][CH2:8][CH2:7][CH2:6][N:1]3[CH:5]=[CH:4][N:3]=[N:2]3)=[CH:15][CH:14]=2)[N:22]=1. (5) Given the reactants [N:1]1[CH:6]=[CH:5][CH:4]=[CH:3][C:2]=1[C:7]([OH:9])=O.CCN=C=NCCCN(C)C.C1C=CC2N(O)N=NC=2C=1.CCN(CC)CC.[NH2:38][CH:39]1[CH2:44][N:43]([S:45]([C:48]2[CH:54]=[CH:53][C:51]([CH3:52])=[CH:50][CH:49]=2)(=[O:47])=[O:46])[CH2:42][C:41]([CH3:56])([CH3:55])[CH:40]1[OH:57], predict the reaction product. The product is: [OH:57][CH:40]1[C:41]([CH3:56])([CH3:55])[CH2:42][N:43]([S:45]([C:48]2[CH:54]=[CH:53][C:51]([CH3:52])=[CH:50][CH:49]=2)(=[O:47])=[O:46])[CH2:44][CH:39]1[NH:38][C:7](=[O:9])[C:2]1[CH:3]=[CH:4][CH:5]=[CH:6][N:1]=1. (6) Given the reactants [CH3:1][C:2]1([CH3:8])[CH:7]2[CH:3]1[CH2:4][NH:5][CH2:6]2.[OH-].[Na+].P([O-])([O-])([O-])=O.[K+].[K+].[K+].[C-]#N.[Na+].CC1(C)[C@H]2[C@@H]1[CH2:25][NH:26][C@H]2S([O-])(=O)=O, predict the reaction product. The product is: [CH3:1][C:2]1([CH3:8])[C@H:7]2[C@@H:3]1[CH2:4][NH:5][C@@H:6]2[C:25]#[N:26]. (7) Given the reactants [CH2:1]([Mg]Br)[CH:2]([CH3:4])[CH3:3].[F:7][C:8]1[CH:15]=[C:14]([C:16]([F:19])([F:18])[F:17])[CH:13]=[CH:12][C:9]=1[CH:10]=[O:11].[Cl-].[NH4+].Cl, predict the reaction product. The product is: [F:7][C:8]1[CH:15]=[C:14]([C:16]([F:17])([F:18])[F:19])[CH:13]=[CH:12][C:9]=1[CH:10]([OH:11])[CH2:1][CH:2]([CH3:4])[CH3:3].